This data is from Full USPTO retrosynthesis dataset with 1.9M reactions from patents (1976-2016). The task is: Predict the reactants needed to synthesize the given product. (1) Given the product [Cl:23][C:24]1[CH:29]=[CH:28][C:27]([CH:32]=[CH:31][C:33]2[CH:34]=[N:35][CH:36]=[C:37]([CH:40]=2)[C:38]#[N:39])=[CH:26][CH:25]=1, predict the reactants needed to synthesize it. The reactants are: C1(C)C=CC=CC=1P(C1C=CC=CC=1C)C1C=CC=CC=1C.[Cl:23][C:24]1[CH:29]=[CH:28][C:27](I)=[CH:26][CH:25]=1.[CH:31]([C:33]1[CH:34]=[N:35][CH:36]=[C:37]([CH:40]=1)[C:38]#[N:39])=[CH2:32]. (2) Given the product [CH3:15][C:4]1[N:3]=[C:2]([N:28]2[CH2:29][CH2:30][CH:27]2[C:25]2[O:24][N:23]=[C:22]([C:17]3[CH:18]=[CH:19][CH:20]=[CH:21][N:16]=3)[CH:26]=2)[N:7]=[C:6]([NH:8][C:9]2[CH:13]=[C:12]([CH3:14])[NH:11][N:10]=2)[CH:5]=1, predict the reactants needed to synthesize it. The reactants are: Cl[C:2]1[N:7]=[C:6]([NH:8][C:9]2[CH:13]=[C:12]([CH3:14])[NH:11][N:10]=2)[CH:5]=[C:4]([CH3:15])[N:3]=1.[N:16]1[CH:21]=[CH:20][CH:19]=[CH:18][C:17]=1[C:22]1[CH:26]=[C:25]([CH:27]2[CH2:30][CH2:29][NH:28]2)[O:24][N:23]=1.C(N(C(C)C)CC)(C)C. (3) The reactants are: Br[C:2]1[CH:3]=[C:4]2[C:9](=[CH:10][CH:11]=1)[C:8](=[O:12])[O:7][CH2:6][CH2:5]2.F[B-](F)(F)F.C([PH+](C(C)(C)C)C(C)(C)C)(C)(C)C.Br[Zn][CH2:33][CH:34]1[O:38][CH2:37][CH2:36][O:35]1. Given the product [O:35]1[CH2:36][CH2:37][O:38][CH:34]1[CH2:33][C:2]1[CH:3]=[C:4]2[C:9](=[CH:10][CH:11]=1)[C:8](=[O:12])[O:7][CH2:6][CH2:5]2, predict the reactants needed to synthesize it. (4) Given the product [C:14]([NH:13][S:10]([C:7]1[CH:8]=[CH:9][C:4]([C:1](=[O:3])[CH2:2][C:20](=[O:26])[C:21]([O:23][CH2:24][CH3:25])=[O:22])=[C:5]([Cl:19])[C:6]=1[Cl:18])(=[O:12])=[O:11])([CH3:15])([CH3:17])[CH3:16], predict the reactants needed to synthesize it. The reactants are: [C:1]([C:4]1[CH:9]=[CH:8][C:7]([S:10]([NH:13][C:14]([CH3:17])([CH3:16])[CH3:15])(=[O:12])=[O:11])=[C:6]([Cl:18])[C:5]=1[Cl:19])(=[O:3])[CH3:2].[C:20](OCC)(=[O:26])[C:21]([O:23][CH2:24][CH3:25])=[O:22].